From a dataset of Reaction yield outcomes from USPTO patents with 853,638 reactions. Predict the reaction yield, written as a fraction of the theoretical maximum amount of product (1.0 means a 100% yield; for example, 0.34 means a 34% yield). (1) The reactants are [CH2:1]([O:3][C:4]1[CH:5]=[C:6](B(O)O)[CH:7]=[CH:8][CH:9]=1)[CH3:2].Br[C:14]1[CH:15]=[CH:16][C:17]([F:23])=[C:18]([N+:20]([O-:22])=[O:21])[CH:19]=1.C(=O)([O-])[O-].[Na+].[Na+]. The catalyst is C1(C)C=CC=CC=1.C(O)C.C1C=CC([P]([Pd]([P](C2C=CC=CC=2)(C2C=CC=CC=2)C2C=CC=CC=2)([P](C2C=CC=CC=2)(C2C=CC=CC=2)C2C=CC=CC=2)[P](C2C=CC=CC=2)(C2C=CC=CC=2)C2C=CC=CC=2)(C2C=CC=CC=2)C2C=CC=CC=2)=CC=1. The product is [F:23][C:17]1[CH:16]=[CH:15][C:14]([C:6]2[CH:7]=[CH:8][CH:9]=[C:4]([O:3][CH2:1][CH3:2])[CH:5]=2)=[CH:19][C:18]=1[N+:20]([O-:22])=[O:21]. The yield is 0.900. (2) The reactants are CO[CH:3](OC)[CH2:4][NH2:5].[CH3:8][O:9][C:10]1[CH:11]=[C:12]([CH:15]=[CH:16][CH:17]=1)[CH:13]=O.FC(F)(F)C(OC(=O)C(F)(F)F)=O.B(F)(F)F.CCOCC.Cl. The catalyst is C1(C)C=CC=CC=1. The product is [CH3:8][O:9][C:10]1[CH:11]=[C:12]2[C:15]([CH:3]=[CH:4][N:5]=[CH:13]2)=[CH:16][CH:17]=1. The yield is 0.840. (3) The reactants are II.Br[CH2:4][CH2:5][CH:6]([CH3:8])[CH3:7].[CH3:9][O:10][C:11]1[CH:18]=[C:17]([CH3:19])[CH:16]=[CH:15][C:12]=1[C:13]#[N:14].[BH4-].[Na+]. The catalyst is C1COCC1.CO. The product is [CH3:9][O:10][C:11]1[CH:18]=[C:17]([CH3:19])[CH:16]=[CH:15][C:12]=1[CH:13]([NH2:14])[CH2:4][CH2:5][CH:6]([CH3:8])[CH3:7]. The yield is 0.400. (4) The product is [CH:1]1([O:11][C:13]2[N:14]=[C:15]([OH:23])[C:16]3[CH:22]=[CH:21][N:20]=[CH:19][C:17]=3[N:18]=2)[C:10]2[C:5](=[CH:6][CH:7]=[CH:8][CH:9]=2)[CH2:4][CH2:3][CH2:2]1. The yield is 0.110. The reactants are [CH:1]1([OH:11])[C:10]2[C:5](=[CH:6][CH:7]=[CH:8][CH:9]=2)[CH2:4][CH2:3][CH2:2]1.Cl[C:13]1[N:14]=[C:15]([OH:23])[C:16]2[CH:22]=[CH:21][N:20]=[CH:19][C:17]=2[N:18]=1. No catalyst specified. (5) The reactants are C(N(CC)CC)C.[CH:8]([C:10]1[C:18]2[C:13](=[CH:14][CH:15]=[CH:16][CH:17]=2)[N:12](C(OC(C)(C)C)=O)[CH:11]=1)=[O:9].[CH3:26][O:27][C:28]1[CH:29]=[C:30]([CH:41]=[CH:42][CH:43]=1)[N:31]=[CH:32][C:33]1[CH:34]=[N:35][C:36]([O:39][CH3:40])=[CH:37][CH:38]=1. The catalyst is [Cl-].C([N+]1C(C)=C(CCO)SC=1)C1C=CC=CC=1.C(O)C. The product is [NH:12]1[C:13]2[C:18](=[CH:17][CH:16]=[CH:15][CH:14]=2)[C:10]([C:8](=[O:9])[CH:32]([NH:31][C:30]2[CH:41]=[CH:42][CH:43]=[C:28]([O:27][CH3:26])[CH:29]=2)[C:33]2[CH:34]=[N:35][C:36]([O:39][CH3:40])=[CH:37][CH:38]=2)=[CH:11]1. The yield is 0.250. (6) The reactants are Cl([O-])=O.[Na+].[F:5][C:6]1[CH:7]=[CH:8][C:9]2[N:10]([CH:12]=[C:13]([C:15]([NH:17][C@H:18]3[CH2:23][CH2:22][C@@H:21]([N:24]4[C:29](=[O:30])[C:28]5[CH:31]=[C:32]([F:35])[CH:33]=[N:34][C:27]=5[N:26]([C:36]5[CH:37]=[C:38]([C:42]6[CH:47]=[CH:46][CH:45]=[CH:44][C:43]=6[CH:48]=[O:49])[CH:39]=[CH:40][CH:41]=5)[C:25]4=[O:50])[CH2:20][CH2:19]3)=[O:16])[N:14]=2)[CH:11]=1.[OH:51]P([O-])(O)=O.[Na+]. The catalyst is O.CS(C)=O.C(OCC)(=O)C. The product is [F:35][C:32]1[CH:33]=[N:34][C:27]2[N:26]([C:36]3[CH:37]=[C:38]([C:42]4[C:43]([C:48]([OH:51])=[O:49])=[CH:44][CH:45]=[CH:46][CH:47]=4)[CH:39]=[CH:40][CH:41]=3)[C:25](=[O:50])[N:24]([C@H:21]3[CH2:20][CH2:19][C@@H:18]([NH:17][C:15]([C:13]4[N:14]=[C:9]5[CH:8]=[CH:7][C:6]([F:5])=[CH:11][N:10]5[CH:12]=4)=[O:16])[CH2:23][CH2:22]3)[C:29](=[O:30])[C:28]=2[CH:31]=1. The yield is 0.400. (7) The yield is 0.660. The product is [OH:4][C:3]([CH2:5][CH2:6][CH2:7][CH2:8][C@H:9]1[C@@H:17]2[C@@H:12]([NH:13][C:14]([NH:16]2)=[O:15])[CH2:11][S:10]1)=[O:2]. The reactants are C[O:2][C:3]([CH2:5][CH2:6][CH2:7][CH2:8][C@H:9]1[C@@H:17]2[C@@H:12]([NH:13][C:14]([NH:16]2)=[O:15])[CH2:11][S:10]1)=[O:4].OS(O)(=O)=O.[OH-].[Na+]. The catalyst is C(#N)C.O.